Predict the reactants needed to synthesize the given product. From a dataset of Full USPTO retrosynthesis dataset with 1.9M reactions from patents (1976-2016). Given the product [CH3:1][C:2]1[CH:3]=[CH:4][C:5]([S:9][C:10]2[CH:11]=[CH:12][CH:13]=[CH:14][C:15]=2[N:16]2[CH2:17][CH2:18][NH:19][CH2:20][CH2:21]2)=[C:6]([CH3:8])[CH:7]=1.[BrH:22], predict the reactants needed to synthesize it. The reactants are: [CH3:1][C:2]1[CH:3]=[CH:4][C:5]([S:9][C:10]2[CH:11]=[CH:12][CH:13]=[CH:14][C:15]=2[N:16]2[CH2:21][CH2:20][NH:19][CH2:18][CH2:17]2)=[C:6]([CH3:8])[CH:7]=1.[BrH:22].